From a dataset of Drug-target binding data from BindingDB using IC50 measurements. Regression. Given a target protein amino acid sequence and a drug SMILES string, predict the binding affinity score between them. We predict pIC50 (pIC50 = -log10(IC50 in M); higher means more potent). Dataset: bindingdb_ic50. (1) The small molecule is Cc1ccc(C)c(Nc2cc(S(=O)(=O)[O-])c(N)c3c2C(=O)c2ccccc2C3=O)c1. The target protein (P35383) has sequence MAADLEPWNSTINGTWEGDELGYKCRFNEDFKYVLLPVSYGVVCVLGLCLNVVALYIFLCRLKTWNASTTYMFHLAVSDSLYAASLPLLVYYYARGDHWPFSTVLCKLVRFLFYTNLYCSILFLTCISVHRCLGVLRPLHSLRWGRARYARRVAAVVWVLVLACQAPVLYFVTTSVRGTRITCHDTSARELFSHFVAYSSVMLGLLFAVPFSVILVCYVLMARRLLKPAYGTTGGLPRAKRKSVRTIALVLAVFALCFLPFHVTRTLYYSFRSLDLSCHTLNAINMAYKITRPLASANSCLDPVLYFLAGQRLVRFARDAKPPTEPTPSPQARRKLGLHRPNRTVRKDLSVSSDDSRRTESTPAGSETKDIRL. The pIC50 is 4.8. (2) The pIC50 is 5.0. The small molecule is Oc1ccc(CN=Nc2nc(N3CCCCCC3)nc(N3CCCCCC3)n2)c(O)c1. The target protein (P17861) has sequence MVVVAAAPNPADGTPKVLLLSGQPASAAGAPAGQALPLMVPAQRGASPEAASGGLPQARKRQRLTHLSPEEKALRRKLKNRVAAQTARDRKKARMSELEQQVVDLEEENQKLLLENQLLREKTHGLVVENQELRQRLGMDALVAEEEAEAKGNEVRPVAGSAESAALRLRAPLQQVQAQLSPLQNISPWILAVLTLQIQSLISCWAFWTTWTQSCSSNALPQSLPAWRSSQRSTQKDPVPYQPPFLCQWGRHQPSWKPLMN.